This data is from Reaction yield outcomes from USPTO patents with 853,638 reactions. The task is: Predict the reaction yield, written as a fraction of the theoretical maximum amount of product (1.0 means a 100% yield; for example, 0.34 means a 34% yield). (1) The reactants are [CH3:1][CH:2]1[NH:7][CH:6]([CH3:8])[CH2:5][N:4]([C:9]2[CH:19]=[CH:18][C:12]([C:13]([O:15][CH2:16][CH3:17])=[O:14])=[CH:11][CH:10]=2)[CH2:3]1.[CH2:20]=O.[BH4-].[Na+]. The catalyst is C(O)C.C(#N)C.CC(C)[O-].[Ti+4].CC(C)[O-].CC(C)[O-].CC(C)[O-]. The product is [CH3:8][CH:6]1[N:7]([CH3:20])[CH:2]([CH3:1])[CH2:3][N:4]([C:9]2[CH:19]=[CH:18][C:12]([C:13]([O:15][CH2:16][CH3:17])=[O:14])=[CH:11][CH:10]=2)[CH2:5]1. The yield is 1.12. (2) The reactants are [F:1][C:2]1[CH:11]=[C:10]2[C:5]([CH:6]=[C:7]([CH:18]3[N:23](C(OCC4C=CC=CC=4)=O)[CH2:22][CH:21]=[CH:20][CH2:19]3)[C:8]([C:12]3[CH:17]=[CH:16][CH:15]=[CH:14][CH:13]=3)=[N:9]2)=[CH:4][CH:3]=1.CSC.B(F)(F)F.CCOCC.[OH-].[Na+]. The catalyst is C(Cl)Cl. The product is [F:1][C:2]1[CH:11]=[C:10]2[C:5]([CH:6]=[C:7]([CH:18]3[CH2:19][CH:20]=[CH:21][CH2:22][NH:23]3)[C:8]([C:12]3[CH:17]=[CH:16][CH:15]=[CH:14][CH:13]=3)=[N:9]2)=[CH:4][CH:3]=1. The yield is 0.710.